Dataset: NCI-60 drug combinations with 297,098 pairs across 59 cell lines. Task: Regression. Given two drug SMILES strings and cell line genomic features, predict the synergy score measuring deviation from expected non-interaction effect. (1) Drug 1: C1=CC(=CC=C1C#N)C(C2=CC=C(C=C2)C#N)N3C=NC=N3. Drug 2: CN(CCCl)CCCl.Cl. Cell line: SW-620. Synergy scores: CSS=36.9, Synergy_ZIP=-9.30, Synergy_Bliss=-0.693, Synergy_Loewe=2.04, Synergy_HSA=1.41. (2) Drug 1: C1=CN(C(=O)N=C1N)C2C(C(C(O2)CO)O)O.Cl. Drug 2: CC(C)CN1C=NC2=C1C3=CC=CC=C3N=C2N. Cell line: BT-549. Synergy scores: CSS=29.8, Synergy_ZIP=2.14, Synergy_Bliss=2.47, Synergy_Loewe=-1.01, Synergy_HSA=0.639. (3) Drug 1: CC1=C(C=C(C=C1)NC2=NC=CC(=N2)N(C)C3=CC4=NN(C(=C4C=C3)C)C)S(=O)(=O)N.Cl. Drug 2: CC1CCC2CC(C(=CC=CC=CC(CC(C(=O)C(C(C(=CC(C(=O)CC(OC(=O)C3CCCCN3C(=O)C(=O)C1(O2)O)C(C)CC4CCC(C(C4)OC)OCCO)C)C)O)OC)C)C)C)OC. Cell line: SF-295. Synergy scores: CSS=30.2, Synergy_ZIP=-3.30, Synergy_Bliss=-5.86, Synergy_Loewe=-19.8, Synergy_HSA=-4.40. (4) Drug 1: C1=CC=C(C(=C1)C(C2=CC=C(C=C2)Cl)C(Cl)Cl)Cl. Drug 2: CCN(CC)CCCC(C)NC1=C2C=C(C=CC2=NC3=C1C=CC(=C3)Cl)OC. Cell line: SK-OV-3. Synergy scores: CSS=7.66, Synergy_ZIP=-5.76, Synergy_Bliss=-3.47, Synergy_Loewe=0.729, Synergy_HSA=-0.468. (5) Drug 1: C1CCN(CC1)CCOC2=CC=C(C=C2)C(=O)C3=C(SC4=C3C=CC(=C4)O)C5=CC=C(C=C5)O. Drug 2: C1CCC(C(C1)N)N.C(=O)(C(=O)[O-])[O-].[Pt+4]. Cell line: OVCAR-5. Synergy scores: CSS=29.8, Synergy_ZIP=-7.82, Synergy_Bliss=1.62, Synergy_Loewe=-13.0, Synergy_HSA=0.263. (6) Drug 1: C1CN1P(=S)(N2CC2)N3CC3. Drug 2: CC12CCC3C(C1CCC2OP(=O)(O)O)CCC4=C3C=CC(=C4)OC(=O)N(CCCl)CCCl.[Na+]. Cell line: HL-60(TB). Synergy scores: CSS=1.05, Synergy_ZIP=10.5, Synergy_Bliss=11.4, Synergy_Loewe=-39.6, Synergy_HSA=-20.8. (7) Drug 1: C1=CC(=CC=C1C#N)C(C2=CC=C(C=C2)C#N)N3C=NC=N3. Drug 2: CN(CC1=CN=C2C(=N1)C(=NC(=N2)N)N)C3=CC=C(C=C3)C(=O)NC(CCC(=O)O)C(=O)O. Cell line: NCI/ADR-RES. Synergy scores: CSS=30.0, Synergy_ZIP=12.3, Synergy_Bliss=7.97, Synergy_Loewe=-3.23, Synergy_HSA=6.53. (8) Drug 1: C1=CC(=CC=C1CCCC(=O)O)N(CCCl)CCCl. Drug 2: C1=NC2=C(N=C(N=C2N1C3C(C(C(O3)CO)O)F)Cl)N. Cell line: RXF 393. Synergy scores: CSS=16.1, Synergy_ZIP=-7.45, Synergy_Bliss=-3.16, Synergy_Loewe=-5.66, Synergy_HSA=-1.73.